This data is from Catalyst prediction with 721,799 reactions and 888 catalyst types from USPTO. The task is: Predict which catalyst facilitates the given reaction. (1) Reactant: C([O:8][C:9]1[CH:14]=[CH:13][C:12]([C@@H:15]([O:43][Si](CC)(CC)CC)[CH2:16][NH:17][CH2:18][CH2:19][C:20]2[CH:25]=[CH:24][C:23]([S:26]([CH2:29][C:30]3[N:34]=[C:33]([C:35]4[CH:40]=[CH:39][C:38]([O:41][CH3:42])=[CH:37][CH:36]=4)[O:32][N:31]=3)(=[O:28])=[O:27])=[CH:22][CH:21]=2)=[CH:11][C:10]=1[NH:51][S:52]([CH3:55])(=[O:54])=[O:53])C1C=CC=CC=1.C[Si](I)(C)C.S(=O)(=O)(O)[O-].[Na+]. Product: [OH:8][C:9]1[CH:14]=[CH:13][C:12]([C@@H:15]([OH:43])[CH2:16][NH:17][CH2:18][CH2:19][C:20]2[CH:21]=[CH:22][C:23]([S:26]([CH2:29][C:30]3[N:34]=[C:33]([C:35]4[CH:40]=[CH:39][C:38]([O:41][CH3:42])=[CH:37][CH:36]=4)[O:32][N:31]=3)(=[O:27])=[O:28])=[CH:24][CH:25]=2)=[CH:11][C:10]=1[NH:51][S:52]([CH3:55])(=[O:53])=[O:54]. The catalyst class is: 10. (2) Reactant: [Cl:1][C:2]1[C:3]2[CH2:16][CH2:15][N:14]([C:17]([O:19][C:20]([CH3:23])([CH3:22])[CH3:21])=[O:18])[CH2:13][CH2:12][C:4]=2[CH:5]=[C:6]2[C:11]=1[NH:10][CH2:9][CH2:8][CH2:7]2.[C:24](Cl)(=[O:28])[CH:25](C)C. Product: [C:24]([N:10]1[C:11]2[C:6](=[CH:5][C:4]3[CH2:12][CH2:13][N:14]([C:17]([O:19][C:20]([CH3:23])([CH3:22])[CH3:21])=[O:18])[CH2:15][CH2:16][C:3]=3[C:2]=2[Cl:1])[CH2:7][CH2:8][CH2:9]1)(=[O:28])[CH3:25]. The catalyst class is: 11. (3) Reactant: [C:1]([CH2:3][NH:4][C:5](=[O:31])[C@@H:6]([O:11][C@H:12]([C:25]1[CH:30]=[CH:29][CH:28]=[CH:27][CH:26]=1)[C:13]1[CH:18]=[CH:17][C:16]([C:19]2[CH:20]=[N:21][CH:22]=[CH:23][CH:24]=2)=[CH:15][CH:14]=1)[CH2:7][CH:8]([CH3:10])[CH3:9])#[N:2].[I-:32].[NH+]1C=CC=C[CH:34]=1. Product: [I-:32].[C:1]([CH2:3][NH:4][C:5]([C@@H:6]([O:11][C@H:12]([C:25]1[CH:30]=[CH:29][CH:28]=[CH:27][CH:26]=1)[C:13]1[CH:18]=[CH:17][C:16]([C:19]2[CH:20]=[N+:21]([CH3:34])[CH:22]=[CH:23][CH:24]=2)=[CH:15][CH:14]=1)[CH2:7][CH:8]([CH3:10])[CH3:9])=[O:31])#[N:2]. The catalyst class is: 27. (4) Reactant: [CH3:1][C:2]1[C:3]([CH2:13][CH2:14][OH:15])=[N:4][N:5]([C:7]2[CH:12]=[CH:11][CH:10]=[CH:9][CH:8]=2)[N:6]=1.O[C:17]1[CH:18]=[C:19]([C:23]2[CH:28]=[CH:27][CH:26]=[C:25]([O:29][C:30]([CH3:36])([CH3:35])[C:31]([O:33][CH3:34])=[O:32])[CH:24]=2)[CH:20]=[CH:21][CH:22]=1.C1C=CC(P(C2C=CC=CC=2)C2C=CC=CC=2)=CC=1.N(C(OCC)=O)=NC(OCC)=O. Product: [CH3:36][C:30]([O:29][C:25]1[CH:24]=[C:23]([C:19]2[CH:20]=[CH:21][CH:22]=[C:17]([O:15][CH2:14][CH2:13][C:3]3[C:2]([CH3:1])=[N:6][N:5]([C:7]4[CH:12]=[CH:11][CH:10]=[CH:9][CH:8]=4)[N:4]=3)[CH:18]=2)[CH:28]=[CH:27][CH:26]=1)([CH3:35])[C:31]([O:33][CH3:34])=[O:32]. The catalyst class is: 1. (5) Reactant: [Cl:1][C:2]1[CH:24]=[C:23]([Cl:25])[CH:22]=[CH:21][C:3]=1[CH2:4][O:5][C:6]1[CH:11]=[C:10]([O:12][CH2:13][CH2:14][O:15][CH3:16])[CH:9]=[CH:8][C:7]=1[CH2:17][CH2:18][CH2:19][OH:20].O[C:27]1[CH:31]=[C:30]([CH2:32][CH2:33][C:34]([O:36]CC)=[O:35])[N:29]([CH3:39])[N:28]=1.C(P(CCCC)CCCC)CCC.N(C(N1CCCCC1)=O)=NC(N1CCCCC1)=O.O1CCCC1CO.[OH-].[Na+].Cl. Product: [Cl:1][C:2]1[CH:24]=[C:23]([Cl:25])[CH:22]=[CH:21][C:3]=1[CH2:4][O:5][C:6]1[CH:11]=[C:10]([O:12][CH2:13][CH2:14][O:15][CH3:16])[CH:9]=[CH:8][C:7]=1[CH2:17][CH2:18][CH2:19][O:20][C:27]1[CH:31]=[C:30]([CH2:32][CH2:33][C:34]([OH:36])=[O:35])[N:29]([CH3:39])[N:28]=1. The catalyst class is: 7.